From a dataset of Catalyst prediction with 721,799 reactions and 888 catalyst types from USPTO. Predict which catalyst facilitates the given reaction. (1) Reactant: [NH2:1][C:2]1[CH:7]=[CH:6][C:5]([N:8]2[CH2:13][CH2:12][N:11]([C:14]([O:16][C:17]([CH3:20])([CH3:19])[CH3:18])=[O:15])[CH2:10][CH2:9]2)=[CH:4][CH:3]=1.[OH:21][C:22]1[CH:30]=[CH:29][C:25]([C:26](O)=[O:27])=[CH:24][CH:23]=1.CN1CCOCC1.C1CN([P+](ON2N=NC3C=CC=CC2=3)(N2CCCC2)N2CCCC2)CC1.F[P-](F)(F)(F)(F)F. Product: [OH:21][C:22]1[CH:30]=[CH:29][C:25]([C:26]([NH:1][C:2]2[CH:7]=[CH:6][C:5]([N:8]3[CH2:13][CH2:12][N:11]([C:14]([O:16][C:17]([CH3:20])([CH3:19])[CH3:18])=[O:15])[CH2:10][CH2:9]3)=[CH:4][CH:3]=2)=[O:27])=[CH:24][CH:23]=1. The catalyst class is: 3. (2) Reactant: C([C@](C(O)=O)(O)[C@](C(=O)C1C=CC=CC=1)(O)C(O)=O)(=O)C1C=CC=CC=1.[Cl:27][C:28]1[CH:29]=[C:30]([CH:39]([NH:42][C:43]([CH3:46])([CH3:45])[CH3:44])[CH2:40][OH:41])[CH:31]=[C:32]([C:35]([F:38])([F:37])[F:36])[C:33]=1[NH2:34].[OH-].[Na+]. Product: [Cl:27][C:28]1[CH:29]=[C:30]([CH:39]([NH:42][C:43]([CH3:46])([CH3:45])[CH3:44])[CH2:40][OH:41])[CH:31]=[C:32]([C:35]([F:38])([F:37])[F:36])[C:33]=1[NH2:34]. The catalyst class is: 6. (3) Reactant: [C:1]([O:5][C:6]([N:8]1[CH2:13][CH2:12][O:11][CH:10]([CH2:14][O:15][CH2:16][C:17]2[CH:18]=[CH:19][N:20]3[C:25]=2[C:24](SC)=[N:23][CH:22]=[N:21]3)[CH2:9]1)=[O:7])([CH3:4])([CH3:3])[CH3:2].C1C=C(Cl)C=C(C(OO)=O)C=1.[Cl:39][C:40]1[CH:41]=[C:42]([CH:44]=[CH:45][C:46]=1[F:47])[NH2:43]. Product: [C:1]([O:5][C:6]([N:8]1[CH2:13][CH2:12][O:11][CH:10]([CH2:14][O:15][CH2:16][C:17]2[CH:18]=[CH:19][N:20]3[C:25]=2[C:24]([NH:43][C:42]2[CH:44]=[CH:45][C:46]([F:47])=[C:40]([Cl:39])[CH:41]=2)=[N:23][CH:22]=[N:21]3)[CH2:9]1)=[O:7])([CH3:4])([CH3:3])[CH3:2]. The catalyst class is: 2. (4) Reactant: [CH3:1][NH:2][C@@H:3]1[C:8]2[CH:9]=[CH:10][CH:11]=[CH:12][C:7]=2[C@H:6]([C:13]2[CH:14]=[CH:15][C:16]([Cl:20])=[C:17]([Cl:19])[CH:18]=2)[CH2:5][CH2:4]1.[C:21]([OH:30])(=[O:29])[C:22]1[C:23](=[CH:25][CH:26]=[CH:27][CH:28]=1)[OH:24]. Product: [CH3:1][NH:2][C@@H:3]1[C:8]2[CH:9]=[CH:10][CH:11]=[CH:12][C:7]=2[C@H:6]([C:13]2[CH:14]=[CH:15][C:16]([Cl:20])=[C:17]([Cl:19])[CH:18]=2)[CH2:5][CH2:4]1.[C:21]([O-:30])(=[O:29])[C:22]1[C:23](=[CH:25][CH:26]=[CH:27][CH:28]=1)[OH:24]. The catalyst class is: 336. (5) The catalyst class is: 9. Product: [NH:24]1[C:28]2[CH:29]=[CH:30][C:31]([C:33]([N:35]3[CH2:40][CH2:39][C@@H:38]4[CH2:41][N:42]([C:11]5[O:12][C:8]([C:5]6[CH:6]=[CH:7][C:2]([Cl:1])=[CH:3][CH:4]=6)=[N:9][N:10]=5)[CH2:43][C@H:37]4[CH2:36]3)=[O:34])=[CH:32][C:27]=2[N:26]=[N:25]1. Reactant: [Cl:1][C:2]1[CH:7]=[CH:6][C:5]([C:8]2[O:12][C:11](=O)[NH:10][N:9]=2)=[CH:4][CH:3]=1.C(N(CC)C(C)C)(C)C.Cl.[NH:24]1[C:28]2[CH:29]=[CH:30][C:31]([C:33]([N:35]3[CH2:40][CH2:39][C@@H:38]4[CH2:41][NH:42][CH2:43][C@H:37]4[CH2:36]3)=[O:34])=[CH:32][C:27]=2[N:26]=[N:25]1.F[P-](F)(F)(F)(F)F.N1(O[P+](N(C)C)(N(C)C)N(C)C)C2C=CC=CC=2N=N1. (6) Reactant: [N:1]([C:4]1[CH:14]=[N:13][CH:12]=[C:11]([F:15])[C:5]=1[C:6](OCC)=[O:7])=[N+]=[N-]. Product: [NH2:1][C:4]1[CH:14]=[N:13][CH:12]=[C:11]([F:15])[C:5]=1[CH2:6][OH:7]. The catalyst class is: 129. (7) Reactant: [CH3:1][N:2]([CH2:14][CH2:15][N:16]1[CH2:21][CH2:20][O:19][CH2:18][CH2:17]1)[C:3]([C:5]1[CH:6]=[C:7]([CH:11]=[CH:12][CH:13]=1)[C:8]([OH:10])=O)=[O:4].CCN=C=NCCCN(C)C.Cl.[NH2:34][C:35]1[CH:55]=[CH:54][C:53]([N:56]2[CH2:61][CH2:60][CH2:59][CH2:58][CH2:57]2)=[CH:52][C:36]=1[C:37]([NH:39][C:40]1[CH:41]=[N:42][C:43]([C:46]2[CH:51]=[CH:50][CH:49]=[CH:48][CH:47]=2)=[N:44][CH:45]=1)=[O:38]. Product: [CH3:1][N:2]([CH2:14][CH2:15][N:16]1[CH2:21][CH2:20][O:19][CH2:18][CH2:17]1)[C:3](=[O:4])[C:5]1[CH:13]=[CH:12][CH:11]=[C:7]([C:8]([NH:34][C:35]2[CH:55]=[CH:54][C:53]([N:56]3[CH2:57][CH2:58][CH2:59][CH2:60][CH2:61]3)=[CH:52][C:36]=2[C:37](=[O:38])[NH:39][C:40]2[CH:45]=[N:44][C:43]([C:46]3[CH:47]=[CH:48][CH:49]=[CH:50][CH:51]=3)=[N:42][CH:41]=2)=[O:10])[CH:6]=1. The catalyst class is: 112.